From a dataset of Forward reaction prediction with 1.9M reactions from USPTO patents (1976-2016). Predict the product of the given reaction. (1) Given the reactants C[O:2][C:3](=[O:24])[CH2:4][C:5]1[C:9]2[C:10]([Cl:23])=[CH:11][C:12]([O:14][CH2:15][C:16]3[N:20]([CH3:21])[N:19]=[C:18]([CH3:22])[CH:17]=3)=[CH:13][C:8]=2[S:7][CH:6]=1.[OH-].[Na+], predict the reaction product. The product is: [Cl:23][C:10]1[C:9]2[C:5]([CH2:4][C:3]([OH:24])=[O:2])=[CH:6][S:7][C:8]=2[CH:13]=[C:12]([O:14][CH2:15][C:16]2[N:20]([CH3:21])[N:19]=[C:18]([CH3:22])[CH:17]=2)[CH:11]=1. (2) Given the reactants [C:1]12([CH2:11][O:12][C:13]3[CH:20]=[CH:19][C:16]([C:17]#[N:18])=[CH:15][C:14]=3[C:21]3(O)[CH2:24][CH2:23][CH2:22]3)[CH2:10][CH:5]3[CH2:6][CH:7]([CH2:9][CH:3]([CH2:4]3)[CH2:2]1)[CH2:8]2.C([SiH](CC)CC)C.FC(F)(F)C(O)=O, predict the reaction product. The product is: [C:1]12([CH2:11][O:12][C:13]3[CH:20]=[CH:19][C:16]([C:17]#[N:18])=[CH:15][C:14]=3[CH:21]3[CH2:24][CH2:23][CH2:22]3)[CH2:2][CH:3]3[CH2:9][CH:7]([CH2:6][CH:5]([CH2:4]3)[CH2:10]1)[CH2:8]2.